Task: Regression. Given two drug SMILES strings and cell line genomic features, predict the synergy score measuring deviation from expected non-interaction effect.. Dataset: NCI-60 drug combinations with 297,098 pairs across 59 cell lines (1) Drug 1: C1CC2CC3=C(CC1C24CN(S(=O)(=O)N4)CC(F)(F)F)C=CC(=C3)C=CCN5CCC(CC5)C(F)(F)F. Drug 2: CC1C(C(CC(O1)OC2CC(CC3=C2C(=C4C(=C3O)C(=O)C5=C(C4=O)C(=CC=C5)OC)O)(C(=O)CO)O)N)O. Cell line: SW-620. Synergy scores: CSS=63.8, Synergy_ZIP=3.42, Synergy_Bliss=2.45, Synergy_Loewe=-15.1, Synergy_HSA=3.17. (2) Drug 1: C1CCN(CC1)CCOC2=CC=C(C=C2)C(=O)C3=C(SC4=C3C=CC(=C4)O)C5=CC=C(C=C5)O. Drug 2: CCN(CC)CCNC(=O)C1=C(NC(=C1C)C=C2C3=C(C=CC(=C3)F)NC2=O)C. Cell line: NCI-H522. Synergy scores: CSS=-7.63, Synergy_ZIP=1.02, Synergy_Bliss=-9.11, Synergy_Loewe=-12.4, Synergy_HSA=-12.0. (3) Drug 1: CC(C1=C(C=CC(=C1Cl)F)Cl)OC2=C(N=CC(=C2)C3=CN(N=C3)C4CCNCC4)N. Drug 2: C1=CC(=CC=C1CCCC(=O)O)N(CCCl)CCCl. Cell line: NCI-H322M. Synergy scores: CSS=-6.80, Synergy_ZIP=2.56, Synergy_Bliss=0.540, Synergy_Loewe=-4.00, Synergy_HSA=-2.97. (4) Drug 1: CCC(=C(C1=CC=CC=C1)C2=CC=C(C=C2)OCCN(C)C)C3=CC=CC=C3.C(C(=O)O)C(CC(=O)O)(C(=O)O)O. Drug 2: CC(C)NC(=O)C1=CC=C(C=C1)CNNC.Cl. Cell line: CAKI-1. Synergy scores: CSS=9.71, Synergy_ZIP=-3.45, Synergy_Bliss=-2.15, Synergy_Loewe=-2.09, Synergy_HSA=-0.907. (5) Drug 1: C1CCN(CC1)CCOC2=CC=C(C=C2)C(=O)C3=C(SC4=C3C=CC(=C4)O)C5=CC=C(C=C5)O. Drug 2: COCCOC1=C(C=C2C(=C1)C(=NC=N2)NC3=CC=CC(=C3)C#C)OCCOC.Cl. Cell line: IGROV1. Synergy scores: CSS=33.7, Synergy_ZIP=0.775, Synergy_Bliss=-1.46, Synergy_Loewe=-15.7, Synergy_HSA=-2.62. (6) Cell line: DU-145. Drug 2: CCN(CC)CCNC(=O)C1=C(NC(=C1C)C=C2C3=C(C=CC(=C3)F)NC2=O)C. Drug 1: C1CCN(CC1)CCOC2=CC=C(C=C2)C(=O)C3=C(SC4=C3C=CC(=C4)O)C5=CC=C(C=C5)O. Synergy scores: CSS=7.95, Synergy_ZIP=8.92, Synergy_Bliss=12.6, Synergy_Loewe=5.35, Synergy_HSA=6.45. (7) Cell line: OVCAR-8. Drug 1: C1=CN(C(=O)N=C1N)C2C(C(C(O2)CO)O)O.Cl. Synergy scores: CSS=40.4, Synergy_ZIP=-0.261, Synergy_Bliss=-0.0864, Synergy_Loewe=-13.1, Synergy_HSA=2.28. Drug 2: C1CC(C1)(C(=O)O)C(=O)O.[NH2-].[NH2-].[Pt+2]. (8) Drug 1: CC(C1=C(C=CC(=C1Cl)F)Cl)OC2=C(N=CC(=C2)C3=CN(N=C3)C4CCNCC4)N. Drug 2: C1CCC(CC1)NC(=O)N(CCCl)N=O. Cell line: UO-31. Synergy scores: CSS=14.0, Synergy_ZIP=-3.56, Synergy_Bliss=1.35, Synergy_Loewe=3.11, Synergy_HSA=3.29. (9) Drug 1: C1=CC(=CC=C1CCCC(=O)O)N(CCCl)CCCl. Drug 2: CC1=C2C(C(=O)C3(C(CC4C(C3C(C(C2(C)C)(CC1OC(=O)C(C(C5=CC=CC=C5)NC(=O)C6=CC=CC=C6)O)O)OC(=O)C7=CC=CC=C7)(CO4)OC(=O)C)O)C)OC(=O)C. Cell line: COLO 205. Synergy scores: CSS=42.6, Synergy_ZIP=-1.90, Synergy_Bliss=-5.67, Synergy_Loewe=-10.2, Synergy_HSA=-5.19. (10) Drug 1: CCN(CC)CCNC(=O)C1=C(NC(=C1C)C=C2C3=C(C=CC(=C3)F)NC2=O)C. Drug 2: C1=NNC2=C1C(=O)NC=N2. Cell line: HCT116. Synergy scores: CSS=2.27, Synergy_ZIP=-3.20, Synergy_Bliss=-1.39, Synergy_Loewe=-3.49, Synergy_HSA=-2.50.